Dataset: Reaction yield outcomes from USPTO patents with 853,638 reactions. Task: Predict the reaction yield, written as a fraction of the theoretical maximum amount of product (1.0 means a 100% yield; for example, 0.34 means a 34% yield). (1) The reactants are Cl[C:2]1[CH:3]=[C:4]([C:9]2[N:14]=[C:13]([CH3:15])[N:12]=[C:11]([N:16]([CH2:26][C:27]3[CH:32]=[CH:31][C:30]([O:33][CH3:34])=[CH:29][CH:28]=3)[CH2:17][C:18]3[CH:23]=[CH:22][C:21]([O:24][CH3:25])=[CH:20][CH:19]=3)[N:10]=2)[C:5]([F:8])=[N:6][CH:7]=1.C1(P(C2CCCCC2)C2C=CC=CC=2C2C(C(C)C)=CC(C(C)C)=CC=2C(C)C)CCCCC1.C(=O)([O-])[O-].[Cs+].[Cs+].[C:75]([O:79][C:80]([N:82]1[CH2:87][CH2:86][N:85]([CH2:88][B-](F)(F)F)[C@H:84]([CH3:93])[CH2:83]1)=[O:81])([CH3:78])([CH3:77])[CH3:76].[K+].C(N1CCN[C@H](C)C1)(OC(C)(C)C)=O. The product is [CH3:25][O:24][C:21]1[CH:22]=[CH:23][C:18]([CH2:17][N:16]([CH2:26][C:27]2[CH:32]=[CH:31][C:30]([O:33][CH3:34])=[CH:29][CH:28]=2)[C:11]2[N:12]=[C:13]([CH3:15])[N:14]=[C:9]([C:4]3[CH:3]=[C:2]([CH2:88][N:85]4[CH2:86][CH2:87][N:82]([C:80]([O:79][C:75]([CH3:78])([CH3:77])[CH3:76])=[O:81])[CH2:83][C@H:84]4[CH3:93])[CH:7]=[N:6][C:5]=3[F:8])[N:10]=2)=[CH:19][CH:20]=1. The yield is 0.737. The catalyst is C([O-])(=O)C.[Pd+2].C([O-])(=O)C. (2) The reactants are [NH:1]1[C:9]2[C:4](=[CH:5][CH:6]=[CH:7][CH:8]=2)[CH2:3][CH2:2]1.[CH:10](O)=[O:11].O. The catalyst is C1(C)C=CC=CC=1. The product is [CH:10]([N:1]1[C:9]2[C:4](=[CH:5][CH:6]=[CH:7][CH:8]=2)[CH2:3][CH2:2]1)=[O:11]. The yield is 0.880. (3) The reactants are [NH2:1][C:2]1[C:7]([C:8]([NH:10][C:11]2[CH:16]=[CH:15][CH:14]=[CH:13][CH:12]=2)=[O:9])=[CH:6][C:5](Br)=[CH:4][N:3]=1.[N:18]1[CH:23]=[CH:22][CH:21]=[C:20](B(O)O)[CH:19]=1.C(=O)([O-])[O-].[K+].[K+]. The catalyst is O1CCOCC1.[Pd].C1(P(C2C=CC=CC=2)C2C=CC=CC=2)C=CC=CC=1.C1(P(C2C=CC=CC=2)C2C=CC=CC=2)C=CC=CC=1.C1(P(C2C=CC=CC=2)C2C=CC=CC=2)C=CC=CC=1.C1(P(C2C=CC=CC=2)C2C=CC=CC=2)C=CC=CC=1. The product is [NH2:1][C:2]1[C:7]([C:8]([NH:10][C:11]2[CH:16]=[CH:15][CH:14]=[CH:13][CH:12]=2)=[O:9])=[CH:6][C:5]([C:20]2[CH:19]=[N:18][CH:23]=[CH:22][CH:21]=2)=[CH:4][N:3]=1. The yield is 0.430. (4) The reactants are [F:1][C:2]1[CH:35]=[CH:34][C:5]([CH2:6][C@H:7]2[C@H:15]([CH3:16])[O:14][C:13](=[O:17])[C@@H:12]([NH:18][C:19](=[O:29])[C:20]3[C:25]([OH:26])=[C:24]([O:27][CH3:28])[CH:23]=[CH:22][N:21]=3)[CH2:11][O:10][CH2:9][C@@H:8]2[O:30][CH2:31][CH2:32][CH3:33])=[CH:4][CH:3]=1.C([O-])([O-])=O.[Na+].[Na+].[Na+].[I-].[CH2:44]([O:46][CH2:47][C:48]([O:50][CH2:51]Cl)=[O:49])[CH3:45]. The catalyst is CC(C)=O. The product is [CH2:44]([O:46][CH2:47][C:48]([O:50][CH2:51][O:26][C:25]1[C:20]([C:19](=[O:29])[NH:18][C@H:12]2[CH2:11][O:10][CH2:9][C@H:8]([O:30][CH2:31][CH2:32][CH3:33])[C@@H:7]([CH2:6][C:5]3[CH:4]=[CH:3][C:2]([F:1])=[CH:35][CH:34]=3)[C@H:15]([CH3:16])[O:14][C:13]2=[O:17])=[N:21][CH:22]=[CH:23][C:24]=1[O:27][CH3:28])=[O:49])[CH3:45]. The yield is 0.810. (5) The reactants are Br[C:2]1[CH:7]=[N:6][C:5]([C:8]([NH2:10])=[O:9])=[C:4]2[NH:11][CH:12]=[CH:13][C:3]=12.Cl.[CH3:15][NH:16][CH:17]1[CH2:20][N:19]([C:21]([O:23][C:24]([CH3:27])([CH3:26])[CH3:25])=[O:22])[CH2:18]1.ClC1C(P(C2CCCCC2)C2CCCCC2)=C(C2C(C(C)C)=CC(C(C)C)=CC=2C(C)C)C=CC=1.[Li+].C[Si]([N-][Si](C)(C)C)(C)C. The catalyst is O1CCOCC1.[Pd+2].CC(C1C=C(C(C)C)C(C2C=CC=CC=2P(C2CCCCC2)C2CCCCC2)=C(C(C)C)C=1)C. The product is [C:8]([C:5]1[N:6]=[CH:7][C:2]([N:16]([CH3:15])[CH:17]2[CH2:20][N:19]([C:21]([O:23][C:24]([CH3:26])([CH3:25])[CH3:27])=[O:22])[CH2:18]2)=[C:3]2[CH:13]=[CH:12][NH:11][C:4]=12)(=[O:9])[NH2:10]. The yield is 0.690. (6) The reactants are [CH:1]1[CH2:5][CH:4]=[CH:3][CH:2]=1.[H-].[Na+].Cl[CH2:9][CH2:10][CH2:11][Si:12]([O:19][CH2:20][CH3:21])([O:16][CH2:17][CH3:18])[O:13][CH2:14][CH3:15]. The catalyst is O1CCCC1. The product is [C:2]1([CH2:9][CH2:10][CH2:11][Si:12]([O:13][CH2:14][CH3:15])([O:19][CH2:20][CH3:21])[O:16][CH2:17][CH3:18])[CH2:1][CH:5]=[CH:4][CH:3]=1. The yield is 0.900. (7) The reactants are Cl[C:2]1[CH:7]=[CH:6][C:5]([NH:8][C:9](=[O:14])[C:10]([CH3:13])([CH3:12])[CH3:11])=[C:4]([CH3:15])[C:3]=1[C:16]([F:19])([F:18])[F:17].[CH3:20][N:21]1C(=O)CCC1. The catalyst is O. The product is [C:20]([C:2]1[CH:7]=[CH:6][C:5]([NH:8][C:9](=[O:14])[C:10]([CH3:13])([CH3:12])[CH3:11])=[C:4]([CH3:15])[C:3]=1[C:16]([F:19])([F:18])[F:17])#[N:21]. The yield is 0.520.